Dataset: Reaction yield outcomes from USPTO patents with 853,638 reactions. Task: Predict the reaction yield, written as a fraction of the theoretical maximum amount of product (1.0 means a 100% yield; for example, 0.34 means a 34% yield). (1) The product is [C:8]([C:5]1[CH:6]=[CH:7][C:2]([C:13]#[N:14])=[CH:3][C:4]=1[OH:11])(=[O:10])[CH3:9]. The yield is 0.460. The reactants are Br[C:2]1[CH:7]=[CH:6][C:5]([C:8](=[O:10])[CH3:9])=[C:4]([OH:11])[CH:3]=1.[Cu](C#N)[C:13]#[N:14]. The catalyst is CN(C)C=O.Cl.[Fe](Cl)Cl. (2) The reactants are C(N(CC)CC)C.[OH:8][C@H:9]1[CH2:14][CH2:13][N:12]([C:15]([O:17][C:18]([CH3:21])([CH3:20])[CH3:19])=[O:16])[C@@H:11]([CH3:22])[CH2:10]1.[CH3:23][S:24](Cl)(=[O:26])=[O:25]. The catalyst is ClCCl. The product is [CH3:22][C@H:11]1[CH2:10][C@@H:9]([O:8][S:24]([CH3:23])(=[O:26])=[O:25])[CH2:14][CH2:13][N:12]1[C:15]([O:17][C:18]([CH3:21])([CH3:20])[CH3:19])=[O:16]. The yield is 0.920. (3) The reactants are [OH:1][C:2]1[CH:7]=[CH:6][C:5]([CH2:8][CH2:9][NH:10][C:11](=[O:17])[O:12][C:13]([CH3:16])([CH3:15])[CH3:14])=[CH:4][CH:3]=1.Br[CH2:19][CH2:20][CH:21]=[CH2:22].C(=O)([O-])[O-].[K+].[K+]. The catalyst is CN(C)C=O. The product is [CH2:22]([O:1][C:2]1[CH:3]=[CH:4][C:5]([CH2:8][CH2:9][NH:10][C:11](=[O:17])[O:12][C:13]([CH3:14])([CH3:16])[CH3:15])=[CH:6][CH:7]=1)[CH2:21][CH:20]=[CH2:19]. The yield is 0.160. (4) The reactants are [O:1]=[C:2]1[CH:7]=[CH:6][N:5]([C:8]2[CH:13]=[CH:12][CH:11]=[C:10]([C:14]([F:17])([F:16])[F:15])[CH:9]=2)[N:4]=[C:3]1[C:18]([O:20]C)=O.[NH3:22]. No catalyst specified. The product is [O:1]=[C:2]1[CH:7]=[CH:6][N:5]([C:8]2[CH:13]=[CH:12][CH:11]=[C:10]([C:14]([F:17])([F:16])[F:15])[CH:9]=2)[N:4]=[C:3]1[C:18]([NH2:22])=[O:20]. The yield is 0.640.